This data is from Full USPTO retrosynthesis dataset with 1.9M reactions from patents (1976-2016). The task is: Predict the reactants needed to synthesize the given product. Given the product [Cl:33][C:32]1[CH:31]=[N+:30]([O-:34])[CH:29]=[C:28]([Cl:35])[C:27]=1[CH2:26][C@@H:25]([C:36]1[CH:41]=[CH:40][C:39]([O:42][CH:43]([F:44])[F:45])=[C:38]([O:46][CH2:47][CH:48]2[CH2:50][CH2:49]2)[CH:37]=1)[O:24][C:22](=[O:23])[CH2:21][N:17]1[C:16]2[CH:51]=[CH:52][C:13]([NH:8][S:9]([CH3:12])(=[O:10])=[O:11])=[CH:14][C:15]=2[O:19][C:18]1=[O:20], predict the reactants needed to synthesize it. The reactants are: C(OC([N:8]([C:13]1[CH:52]=[CH:51][C:16]2[N:17]([CH2:21][C:22]([O:24][C@H:25]([C:36]3[CH:41]=[CH:40][C:39]([O:42][CH:43]([F:45])[F:44])=[C:38]([O:46][CH2:47][CH:48]4[CH2:50][CH2:49]4)[CH:37]=3)[CH2:26][C:27]3[C:32]([Cl:33])=[CH:31][N+:30]([O-:34])=[CH:29][C:28]=3[Cl:35])=[O:23])[C:18](=[O:20])[O:19][C:15]=2[CH:14]=1)[S:9]([CH3:12])(=[O:11])=[O:10])=O)(C)(C)C.Cl.C1COCC1.